This data is from Peptide-MHC class I binding affinity with 185,985 pairs from IEDB/IMGT. The task is: Regression. Given a peptide amino acid sequence and an MHC pseudo amino acid sequence, predict their binding affinity value. This is MHC class I binding data. The peptide sequence is ESSSNPTIEE. The MHC is HLA-B58:01 with pseudo-sequence HLA-B58:01. The binding affinity (normalized) is 0.154.